This data is from Forward reaction prediction with 1.9M reactions from USPTO patents (1976-2016). The task is: Predict the product of the given reaction. (1) Given the reactants [NH2:1][C@@:2]([C:9]1[CH:14]=[C:13]([Br:15])[CH:12]=[CH:11][C:10]=1[F:16])([CH3:8])[CH2:3][C:4]1([OH:7])[CH2:6][CH2:5]1.Br[C:18]#[N:19], predict the reaction product. The product is: [Br:15][C:13]1[CH:12]=[CH:11][C:10]([F:16])=[C:9]([C@:2]2([CH3:8])[CH2:3][C:4]3([CH2:6][CH2:5]3)[O:7][C:18]([NH2:19])=[N:1]2)[CH:14]=1. (2) Given the reactants Br[C:2]1[CH:10]=[C:9]2[C:5]([CH:6]=[CH:7][NH:8]2)=[CH:4][CH:3]=1.[CH3:11][C:12]1([CH3:28])[C:16]([CH3:18])([CH3:17])[O:15][B:14]([B:14]2[O:15][C:16]([CH3:18])([CH3:17])[C:12]([CH3:28])([CH3:11])[O:13]2)[O:13]1.CC([O-])=O.[K+], predict the reaction product. The product is: [CH3:11][C:12]1([CH3:28])[C:16]([CH3:18])([CH3:17])[O:15][B:14]([C:2]2[CH:10]=[C:9]3[C:5]([CH:6]=[CH:7][NH:8]3)=[CH:4][CH:3]=2)[O:13]1.